This data is from Catalyst prediction with 721,799 reactions and 888 catalyst types from USPTO. The task is: Predict which catalyst facilitates the given reaction. (1) Reactant: Br[C:2]1[CH:7]=[CH:6][CH:5]=[CH:4][N:3]=1.[F:8][C:9]1[C:14]([CH:15]=[O:16])=[CH:13][CH:12]=[CH:11][C:10]=1B(O)O.C([O-])([O-])=O.[K+].[K+]. Product: [F:8][C:9]1[C:10]([C:2]2[CH:7]=[CH:6][CH:5]=[CH:4][N:3]=2)=[CH:11][CH:12]=[CH:13][C:14]=1[CH:15]=[O:16]. The catalyst class is: 144. (2) Reactant: [NH:1]1[CH2:6][CH2:5][O:4][CH2:3][CH2:2]1.C(=O)([O-])[O-].[K+].[K+].[Cl:13][C:14]1[C:21](Cl)=[CH:20][C:17]([NH:18][CH3:19])=[C:16]([N+:23]([O-:25])=[O:24])[CH:15]=1.C(O)(C(F)(F)F)=O.O. Product: [Cl:13][C:14]1[C:21]([N:1]2[CH2:6][CH2:5][O:4][CH2:3][CH2:2]2)=[CH:20][C:17]([NH:18][CH3:19])=[C:16]([N+:23]([O-:25])=[O:24])[CH:15]=1. The catalyst class is: 3. (3) Reactant: Cl.[N:2]1[CH:7]=[CH:6][CH:5]=[CH:4][CH:3]=1.[Br:8][C:9]1[CH:14]=[CH:13][C:12]([OH:15])=[CH:11][CH:10]=1.[C:16](=O)([O-])[O-].[K+].[K+]. Product: [Br:8][C:9]1[CH:14]=[CH:13][C:12]([O:15][CH2:16][C:4]2[CH:3]=[N:2][CH:7]=[CH:6][CH:5]=2)=[CH:11][CH:10]=1. The catalyst class is: 311. (4) Reactant: [Br:1][C:2]1[CH:3]=[CH:4][C:5]2[O:11][CH2:10][CH2:9][N:8]3[CH:12]=[C:13](I)[N:14]=[C:7]3[C:6]=2[CH:16]=1.C([Mg]Br)C.[NH4+].[Cl-]. Product: [Br:1][C:2]1[CH:3]=[CH:4][C:5]2[O:11][CH2:10][CH2:9][N:8]3[CH:12]=[CH:13][N:14]=[C:7]3[C:6]=2[CH:16]=1. The catalyst class is: 165. (5) Reactant: [CH:1]([N:4]1[C:8]([C:9]2[S:10][C:11]3[CH2:12][CH2:13][O:14][C:15]4[CH:22]=[C:21]([CH2:23][NH2:24])[CH:20]=[CH:19][C:16]=4[C:17]=3[N:18]=2)=[N:7][C:6]([CH3:25])=[N:5]1)([CH3:3])[CH3:2].C(N(CC)CC)C.[N:33]([CH2:36][CH3:37])=[C:34]=[O:35]. Product: [CH2:36]([NH:33][C:34]([NH:24][CH2:23][C:21]1[CH:20]=[CH:19][C:16]2[C:17]3[N:18]=[C:9]([C:8]4[N:4]([CH:1]([CH3:3])[CH3:2])[N:5]=[C:6]([CH3:25])[N:7]=4)[S:10][C:11]=3[CH2:12][CH2:13][O:14][C:15]=2[CH:22]=1)=[O:35])[CH3:37]. The catalyst class is: 7. (6) Reactant: [Br:1][C:2]1[CH:3]=[C:4]2[C:9](=[CH:10][CH:11]=1)[CH:8]=[C:7]([C:12](O)=[O:13])[CH:6]=[CH:5]2.CSC.B.CO. Product: [Br:1][C:2]1[CH:3]=[C:4]2[C:9](=[CH:10][CH:11]=1)[CH:8]=[C:7]([CH2:12][OH:13])[CH:6]=[CH:5]2. The catalyst class is: 1. (7) Reactant: Cl.[NH2:2][CH2:3][CH2:4][S:5]([NH2:8])(=[O:7])=[O:6].[CH:9]1([C:15](Cl)=[O:16])[CH2:14][CH2:13][CH2:12][CH2:11][CH2:10]1.C(Cl)CCl.[Cl:22][C:23]1[CH:31]=[C:30]2[C:26]([C:27]([CH2:35][CH2:36][CH2:37][O:38][C:39]3[CH:44]=[C:43]([CH3:45])[C:42]([Cl:46])=[C:41]([CH3:47])[CH:40]=3)=[C:28]([C:32](O)=[O:33])[NH:29]2)=[CH:25][CH:24]=1. Product: [Cl:22][C:23]1[CH:31]=[C:30]2[C:26]([C:27]([CH2:35][CH2:36][CH2:37][O:38][C:39]3[CH:40]=[C:41]([CH3:47])[C:42]([Cl:46])=[C:43]([CH3:45])[CH:44]=3)=[C:28]([C:32]([NH:8][S:5]([CH2:4][CH2:3][NH:2][C:15]([CH:9]3[CH2:14][CH2:13][CH2:12][CH2:11][CH2:10]3)=[O:16])(=[O:7])=[O:6])=[O:33])[NH:29]2)=[CH:25][CH:24]=1. The catalyst class is: 79. (8) Reactant: C([O:8][C:9]1[C:18]2[C:13](=[CH:14][C:15]([O:20][CH:21]3[CH2:26][CH2:25][C:24]([CH:33]([NH2:36])[CH2:34][CH3:35])([CH:27]4[CH2:32][CH2:31][O:30][CH2:29][CH2:28]4)[CH2:23][CH2:22]3)=[C:16]([Cl:19])[CH:17]=2)[CH:12]=[CH:11][N:10]=1)C1C=CC=CC=1.Cl. Product: [NH2:36][CH:33]([C:24]1([CH:27]2[CH2:28][CH2:29][O:30][CH2:31][CH2:32]2)[CH2:25][CH2:26][CH:21]([O:20][C:15]2[CH:14]=[C:13]3[C:18](=[CH:17][C:16]=2[Cl:19])[C:9](=[O:8])[NH:10][CH:11]=[CH:12]3)[CH2:22][CH2:23]1)[CH2:34][CH3:35]. The catalyst class is: 41. (9) Reactant: [CH2:1]([O:5][CH2:6][CH2:7][O:8][C:9]1[CH:14]=[CH:13][C:12]([C:15]2[CH:20]=[CH:19][C:18]([N:21]3[CH2:25][CH2:24][CH:23]([CH3:26])[CH2:22]3)=[C:17](/[CH:27]=[C:28](\[CH3:34])/[C:29]([O:31]CC)=[O:30])[CH:16]=2)=[CH:11][CH:10]=1)[CH2:2][CH2:3][CH3:4].[OH-].[Na+].Cl. Product: [CH2:1]([O:5][CH2:6][CH2:7][O:8][C:9]1[CH:10]=[CH:11][C:12]([C:15]2[CH:20]=[CH:19][C:18]([N:21]3[CH2:25][CH2:24][CH:23]([CH3:26])[CH2:22]3)=[C:17](/[CH:27]=[C:28](\[CH3:34])/[C:29]([OH:31])=[O:30])[CH:16]=2)=[CH:13][CH:14]=1)[CH2:2][CH2:3][CH3:4]. The catalyst class is: 353. (10) Reactant: C([O:3][C:4](=[CH:8][C:9]1([C:13]2[CH:18]=[CH:17][CH:16]=[CH:15][C:14]=2[C:19]([F:22])([F:21])[F:20])[CH2:12][CH2:11][CH2:10]1)[C:5]([OH:7])=[O:6])C.C(O)(=O)C.O. Product: [O:3]=[C:4]([CH2:8][C:9]1([C:13]2[CH:18]=[CH:17][CH:16]=[CH:15][C:14]=2[C:19]([F:20])([F:21])[F:22])[CH2:10][CH2:11][CH2:12]1)[C:5]([OH:7])=[O:6]. The catalyst class is: 65.